This data is from Catalyst prediction with 721,799 reactions and 888 catalyst types from USPTO. The task is: Predict which catalyst facilitates the given reaction. (1) Reactant: [NH2:1][C@@H:2]1[CH2:7][N:6]([C:8]([O:10][C:11]([CH3:14])([CH3:13])[CH3:12])=[O:9])[C@@H:5]([CH2:15][CH2:16][C:17]2[C:26]3[C:21](=[CH:22][CH:23]=[C:24]([O:27][CH3:28])[N:25]=3)[N:20]=[CH:19][C:18]=2[F:29])[CH2:4][CH2:3]1.[O:30]=[C:31]1[CH2:36][O:35][C:34]2[CH:37]=[CH:38][C:39]([CH:41]=O)=[N:40][C:33]=2[NH:32]1.[BH3-]C#N.[Na+]. Product: [F:29][C:18]1[CH:19]=[N:20][C:21]2[C:26]([C:17]=1[CH2:16][CH2:15][C@H:5]1[CH2:4][CH2:3][C@H:2]([NH:1][CH2:41][C:39]3[CH:38]=[CH:37][C:34]4[O:35][CH2:36][C:31](=[O:30])[NH:32][C:33]=4[N:40]=3)[CH2:7][N:6]1[C:8]([O:10][C:11]([CH3:13])([CH3:12])[CH3:14])=[O:9])=[N:25][C:24]([O:27][CH3:28])=[CH:23][CH:22]=2. The catalyst class is: 5. (2) Reactant: P([O-])([O-])([O-])=[O:2].[K+].[K+].[K+].[Cl:9][C:10]1[C:11]([C:29]2[N:34]=[C:33]([O:35][CH2:36][C:37]3([C:43]#[N:44])[CH2:42][CH2:41][O:40][CH2:39][CH2:38]3)[CH:32]=[N:31][CH:30]=2)=[CH:12][C:13]([NH:16][C@H:17]2[CH2:22][CH2:21][C@H:20]([NH:23][C@H:24]([CH3:28])[CH2:25][O:26][CH3:27])[CH2:19][CH2:18]2)=[N:14][CH:15]=1. Product: [Cl:9][C:10]1[C:11]([C:29]2[N:34]=[C:33]([O:35][CH2:36][C:37]3([C:43]#[N:44])[CH2:38][CH2:39][O:40][CH2:41][CH2:42]3)[C:32](=[O:2])[NH:31][CH:30]=2)=[CH:12][C:13]([NH:16][C@H:17]2[CH2:22][CH2:21][C@H:20]([NH:23][C@H:24]([CH3:28])[CH2:25][O:26][CH3:27])[CH2:19][CH2:18]2)=[N:14][CH:15]=1. The catalyst class is: 10. (3) Reactant: [C:1]([O:5][C:6]([N:8]([CH2:12][C:13]([OH:15])=[O:14])[CH:9]([CH3:11])[CH3:10])=[O:7])([CH3:4])([CH3:3])[CH3:2].[N+:16]([C:19]1[CH:26]=[CH:25][C:22]([CH2:23]O)=[CH:21][CH:20]=1)([O-:18])=[O:17].CCN=C=NCCCN(C)C. Product: [N+:16]([C:19]1[CH:26]=[CH:25][C:22]([CH2:23][O:14][C:13](=[O:15])[CH2:12][N:8]([C:6]([O:5][C:1]([CH3:3])([CH3:2])[CH3:4])=[O:7])[CH:9]([CH3:11])[CH3:10])=[CH:21][CH:20]=1)([O-:18])=[O:17]. The catalyst class is: 172. (4) Reactant: [C:1]1([N:7]2[C:15]3[C:10](=[CH:11][CH:12]=[CH:13][CH:14]=3)[CH:9]=[C:8]2[C:16]([OH:18])=O)[CH:6]=[CH:5][CH:4]=[CH:3][CH:2]=1.Cl.CN(C)CCCN=C=NCC.O.ON1C2C=CC=CC=2N=N1.[CH3:42][O:43][C:44]1[CH:45]=[C:46]([N:52]2[CH2:57][CH2:56][NH:55][CH2:54][CH2:53]2)[CH:47]=[C:48]([O:50][CH3:51])[CH:49]=1. Product: [CH3:42][O:43][C:44]1[CH:45]=[C:46]([N:52]2[CH2:53][CH2:54][N:55]([C:16]([C:8]3[N:7]([C:1]4[CH:2]=[CH:3][CH:4]=[CH:5][CH:6]=4)[C:15]4[C:10]([CH:9]=3)=[CH:11][CH:12]=[CH:13][CH:14]=4)=[O:18])[CH2:56][CH2:57]2)[CH:47]=[C:48]([O:50][CH3:51])[CH:49]=1. The catalyst class is: 4. (5) Reactant: [C:1]([C:3]1[CH:8]=[CH:7][C:6]([C:9]2([O:12][CH:13]([CH3:15])[CH3:14])[CH2:11][CH2:10]2)=[CH:5][C:4]=1CC)#[CH:2].[CH2:18](OC(=O)C1C=CC(I)=CC=1)[CH3:19]. Product: [C:1]([C:3]1[CH:4]=[CH:5][C:6]([C:9]2([O:12][CH:13]([CH3:14])[CH3:15])[CH2:10][CH2:11]2)=[C:7]([CH2:18][CH3:19])[CH:8]=1)#[CH:2]. The catalyst class is: 337.